Dataset: Full USPTO retrosynthesis dataset with 1.9M reactions from patents (1976-2016). Task: Predict the reactants needed to synthesize the given product. (1) Given the product [C:28]([C:12]1[CH:13]=[CH:14][C:15]2[C:16]3[C:21](=[CH:20][CH:19]=[CH:18][CH:17]=3)[CH2:9][C:10]=2[C:11]=1[C:46]#[CH:47])#[CH:29], predict the reactants needed to synthesize it. The reactants are: CC1C=C([C:9]2(C3C=CC(N)=C(C)C=3)[C:21]3[CH:20]=[C:19](C#C[Si](C)(C)C)[CH:18]=[CH:17][C:16]=3[C:15]3[C:10]2=[CH:11][C:12]([C:28]#[C:29][Si](C)(C)C)=[CH:13][CH:14]=3)C=CC=1N.C[Si]([C:46]#[CH:47])(C)C.CC(O)(C#C)C.CC1C=C(C2(C3C=CC(N)=C(C)C=3)C3C=C(CC(O)(C)C#C)C=CC=3C3C2=CC(CC(C)(O)C#C)=CC=3)C=CC=1N. (2) Given the product [CH3:30][N:26]([C:14]1[CH:15]=[CH:16][C:17]2[N:18]([CH2:19][CH:20]3[CH2:21][CH2:22][O:23][CH2:24][CH2:25]3)[C:39]([CH2:38][C:33]3[CH:34]=[CH:35][CH:36]=[CH:37][N:32]=3)=[N:11][C:12]=2[CH:13]=1)[C:27](=[O:29])[CH3:28], predict the reactants needed to synthesize it. The reactants are: C(N(C(C)C)CC)(C)C.Cl.[NH2:11][C:12]1[CH:13]=[C:14]([N:26]([CH3:30])[C:27](=[O:29])[CH3:28])[CH:15]=[CH:16][C:17]=1[NH:18][CH2:19][CH:20]1[CH2:25][CH2:24][O:23][CH2:22][CH2:21]1.Cl.[N:32]1[CH:37]=[CH:36][CH:35]=[CH:34][C:33]=1[CH2:38][C:39](O)=O.CN(C(ON1N=NC2C=CC=NC1=2)=[N+](C)C)C.F[P-](F)(F)(F)(F)F.